Dataset: Catalyst prediction with 721,799 reactions and 888 catalyst types from USPTO. Task: Predict which catalyst facilitates the given reaction. (1) Reactant: C([O:8][CH2:9][CH2:10][N:11]1[CH2:16][CH2:15][O:14][CH2:13][C:12]1=[O:17])C1C=CC=CC=1. Product: [OH:8][CH2:9][CH2:10][N:11]1[CH2:16][CH2:15][O:14][CH2:13][C:12]1=[O:17]. The catalyst class is: 29. (2) Product: [F:47][C:44]1[S:43][C:42]([NH:41][S:38]([N:32]2[CH2:31][CH2:30][C:29]3[C:34](=[CH:35][CH:36]=[CH:37][C:28]=3[C:19]3[CH:20]=[CH:21][C:22]([C:24]([F:26])([F:25])[F:27])=[CH:23][C:18]=3[C:5]3[CH2:4][CH2:3][N:2]([CH3:1])[CH2:7][CH:6]=3)[CH2:33]2)(=[O:39])=[O:40])=[N:46][CH:45]=1. Reactant: [CH3:1][N:2]1[CH2:7][CH:6]=[C:5](B2OC(C)(C)C(C)(C)O2)[CH2:4][CH2:3]1.Br[C:18]1[CH:23]=[C:22]([C:24]([F:27])([F:26])[F:25])[CH:21]=[CH:20][C:19]=1[C:28]1[CH:37]=[CH:36][CH:35]=[C:34]2[C:29]=1[CH2:30][CH2:31][N:32]([S:38]([NH:41][C:42]1[S:43][C:44]([F:47])=[CH:45][N:46]=1)(=[O:40])=[O:39])[CH2:33]2.P([O-])([O-])([O-])=O.[K+].[K+].[K+]. The catalyst class is: 225. (3) Reactant: [NH2:1][C:2]1[N:10]=[CH:9][N:8]=[C:7]2[C:3]=1[N:4]=[CH:5][N:6]2[C@H:11]1[C@@H:15]2[O:16]C(C)(C)[O:18][C@@H:14]2[C@@H:13]([CH2:21][N:22]([CH3:41])[C:23](=[O:40])[CH2:24][CH2:25][NH:26][C:27]([NH:29][C:30]2[CH:35]=[CH:34][C:33]([C:36]([CH3:39])([CH3:38])[CH3:37])=[CH:32][CH:31]=2)=[O:28])[O:12]1.C([O-])([O-])=O.[K+].[K+].O. Product: [NH2:1][C:2]1[N:10]=[CH:9][N:8]=[C:7]2[C:3]=1[N:4]=[CH:5][N:6]2[C@@H:11]1[O:12][C@H:13]([CH2:21][N:22]([CH3:41])[C:23](=[O:40])[CH2:24][CH2:25][NH:26][C:27]([NH:29][C:30]2[CH:35]=[CH:34][C:33]([C:36]([CH3:39])([CH3:37])[CH3:38])=[CH:32][CH:31]=2)=[O:28])[C@@H:14]([OH:18])[C@H:15]1[OH:16]. The catalyst class is: 67.